This data is from Reaction yield outcomes from USPTO patents with 853,638 reactions. The task is: Predict the reaction yield, written as a fraction of the theoretical maximum amount of product (1.0 means a 100% yield; for example, 0.34 means a 34% yield). (1) The reactants are [Cl:1][C:2]1[C:11]2[C:6](=[C:7]([N+:12]([O-])=O)[CH:8]=[CH:9][CH:10]=2)[CH:5]=[CH:4][CH:3]=1.[CH3:15][C:16](OC(C)=O)=[O:17]. The catalyst is CC(O)=O.[Fe]. The product is [NH:12]([C:7]1[C:6]2[C:11](=[C:2]([Cl:1])[CH:3]=[CH:4][CH:5]=2)[CH:10]=[CH:9][CH:8]=1)[C:16]([CH3:15])=[O:17]. The yield is 0.950. (2) The reactants are Br[C:2]1[CH:24]=[C:23]([F:25])[CH:22]=[CH:21][C:3]=1[O:4][CH2:5][C:6]([N:8]([CH:18]([CH3:20])[CH3:19])[NH:9][C:10](=[O:17])[C:11]1[CH:16]=[CH:15][CH:14]=[CH:13][CH:12]=1)=[O:7].C([O-])([O-])=O.[Na+].[Na+].[CH2:32]([C:34]1[CH:39]=[CH:38][CH:37]=[CH:36][C:35]=1B(O)O)[CH3:33]. The catalyst is COCCOC. The product is [CH2:32]([C:34]1[CH:39]=[CH:38][CH:37]=[CH:36][C:35]=1[C:2]1[CH:24]=[C:23]([F:25])[CH:22]=[CH:21][C:3]=1[O:4][CH2:5][C:6]([N:8]([CH:18]([CH3:20])[CH3:19])[NH:9][C:10](=[O:17])[C:11]1[CH:16]=[CH:15][CH:14]=[CH:13][CH:12]=1)=[O:7])[CH3:33]. The yield is 0.360. (3) The yield is 0.400. The reactants are [OH:1][C:2]1[CH:9]=[CH:8][C:5]([CH:6]=[O:7])=[CH:4][CH:3]=1.C1(P(C2C=CC=CC=2)C2C=CC=CC=2)C=CC=CC=1.[F:29][CH2:30][CH2:31]O.CC(OC(/N=N/C(OC(C)C)=O)=O)C. The product is [F:29][CH2:30][CH2:31][O:1][C:2]1[CH:9]=[CH:8][C:5]([CH:6]=[O:7])=[CH:4][CH:3]=1. The catalyst is C1COCC1.